The task is: Predict the reactants needed to synthesize the given product.. This data is from Full USPTO retrosynthesis dataset with 1.9M reactions from patents (1976-2016). (1) Given the product [C:40]([O:44][C:37](=[O:21])[NH:34][C:10]1[CH:9]=[C:8]([O:12][CH3:13])[CH:7]=[C:3]([CH3:4])[C:2]=1[Br:1])([CH3:43])([CH3:42])[CH3:41], predict the reactants needed to synthesize it. The reactants are: [Br:1][C:2]1[C:10](C)=[CH:9][C:8]([O:12][CH3:13])=[CH:7][C:3]=1[C:4](O)=O.C1C=CC(P(N=[N+]=[N-])(C2C=CC=CC=2)=[O:21])=CC=1.C([N:34]([CH:37](C)C)CC)(C)C.[C:40]([OH:44])([CH3:43])([CH3:42])[CH3:41]. (2) Given the product [CH:34]1([C:31]([OH:33])([CH3:32])[CH2:30][NH:29][C:3]([C:4]2[CH:9]=[C:8]([C:23]3[CH:24]=[CH:25][C:20]([Cl:19])=[CH:21][CH:22]=3)[C:7]([N:13]3[CH2:18][CH2:17][CH2:16][CH2:15][CH2:14]3)=[N:6][CH:5]=2)=[O:12])[CH2:36][CH2:35]1, predict the reactants needed to synthesize it. The reactants are: CO[C:3](=[O:12])[C:4]1[CH:9]=[C:8](Br)[C:7](Cl)=[N:6][CH:5]=1.[NH:13]1[CH2:18][CH2:17][CH2:16][CH2:15][CH2:14]1.[Cl:19][C:20]1[CH:25]=[CH:24][C:23](B(O)O)=[CH:22][CH:21]=1.[NH2:29][CH2:30][C:31]([CH:34]1[CH2:36][CH2:35]1)([OH:33])[CH3:32]. (3) The reactants are: [NH2:1][C:2]1[C:11]2[C:6](=[CH:7][CH:8]=[CH:9][CH:10]=2)[CH:5]=[CH:4][C:3]=1[C:12]([OH:21])([C:17]([F:20])([F:19])[F:18])[C:13]([F:16])([F:15])[F:14].[I:22][C:23]1[CH:31]=[CH:30][C:26]([C:27](Cl)=[O:28])=[CH:25][CH:24]=1. Given the product [I:22][C:23]1[CH:31]=[CH:30][C:26]([C:27]([NH:1][C:2]2[C:11]3[C:6](=[CH:7][CH:8]=[CH:9][CH:10]=3)[CH:5]=[CH:4][C:3]=2[C:12]([OH:21])([C:13]([F:14])([F:15])[F:16])[C:17]([F:18])([F:19])[F:20])=[O:28])=[CH:25][CH:24]=1, predict the reactants needed to synthesize it. (4) Given the product [NH2:7][CH2:8][C:9]1[CH:14]=[CH:13][C:12]([C:15]2[CH:20]=[CH:19][CH:18]=[CH:17][C:16]=2[O:21][CH2:22][CH3:23])=[C:11]([NH2:24])[CH:10]=1.[O:37]=[C:36]1[C:35]2[C:30](=[CH:31][CH:32]=[CH:33][CH:34]=2)[NH:29][CH:28]=[C:27]1[C:25]([OH:26])=[O:43], predict the reactants needed to synthesize it. The reactants are: C(OC(=O)[NH:7][CH2:8][C:9]1[CH:14]=[CH:13][C:12]([C:15]2[CH:20]=[CH:19][CH:18]=[CH:17][C:16]=2[O:21][CH2:22][CH3:23])=[C:11]([NH:24][C:25]([C:27]2[C:36](=[O:37])[C:35]3[C:30](=[CH:31][CH:32]=[CH:33][CH:34]=3)[NH:29][CH:28]=2)=[O:26])[CH:10]=1)(C)(C)C.C(Cl)Cl.C(O)(C(F)(F)F)=[O:43]. (5) Given the product [CH2:1]([N:8]1[C:16]2[C:11](=[CH:12][C:13]([C:17]3[CH:22]=[CH:21][C:20]([OH:23])=[CH:19][CH:18]=3)=[CH:14][CH:15]=2)[C:10]([CH2:25][C:26]2[CH:31]=[CH:30][CH:29]=[CH:28][CH:27]=2)=[C:9]1[CH3:32])[C:2]1[CH:3]=[CH:4][CH:5]=[CH:6][CH:7]=1, predict the reactants needed to synthesize it. The reactants are: [CH2:1]([N:8]1[C:16]2[C:11](=[CH:12][C:13]([C:17]3[CH:22]=[CH:21][C:20]([O:23]C)=[CH:19][CH:18]=3)=[CH:14][CH:15]=2)[C:10]([CH2:25][C:26]2[CH:31]=[CH:30][CH:29]=[CH:28][CH:27]=2)=[C:9]1[CH3:32])[C:2]1[CH:7]=[CH:6][CH:5]=[CH:4][CH:3]=1.B(Br)(Br)Br.